This data is from Forward reaction prediction with 1.9M reactions from USPTO patents (1976-2016). The task is: Predict the product of the given reaction. (1) The product is: [CH2:17]1[C:25]2[C:20](=[CH:21][CH:22]=[CH:23][CH:24]=2)[CH2:19][N:18]1[C:14]([C:2]1([OH:1])[CH2:6][CH2:5][N:4]([C:7]2[CH:8]=[CH:9][CH:10]=[CH:11][CH:12]=2)[C:3]1=[O:13])=[O:16]. Given the reactants [OH:1][C:2]1([C:14]([OH:16])=O)[CH2:6][CH2:5][N:4]([C:7]2[CH:12]=[CH:11][CH:10]=[CH:9][CH:8]=2)[C:3]1=[O:13].[CH2:17]1[C:25]2[C:20](=[CH:21][CH:22]=[CH:23][CH:24]=2)[CH2:19][NH:18]1.CN1CCOCC1, predict the reaction product. (2) Given the reactants [NH:1]1[CH2:5][CH2:4][C@H:3]([NH:6][C:7](=[O:13])[O:8][C:9]([CH3:12])([CH3:11])[CH3:10])[CH2:2]1.Cl[C:15]1[C:16]2[N:17]([CH:21]=[CH:22][CH:23]=2)[CH:18]=[CH:19][N:20]=1, predict the reaction product. The product is: [C:15]1([N:1]2[CH2:5][CH2:4][C@H:3]([NH:6][C:7](=[O:13])[O:8][C:9]([CH3:10])([CH3:12])[CH3:11])[CH2:2]2)[C:16]2[N:17]([CH:21]=[CH:22][CH:23]=2)[CH:18]=[CH:19][N:20]=1. (3) Given the reactants [CH:1](=[N:10]O)[CH2:2][CH2:3][CH2:4][CH2:5]/[CH:6]=[CH:7]\[CH2:8][CH3:9].[O-]P([O-])([O-])=O.[K+].[K+].[K+], predict the reaction product. The product is: [C:1](#[N:10])[CH2:2][CH2:3][CH2:4][CH2:5]/[CH:6]=[CH:7]\[CH2:8][CH3:9]. (4) Given the reactants [CH2:1]([C@H:4]1[O:6][C@@H:5]1[C:7]([OH:9])=O)[CH2:2][CH3:3].[CH:10]1([NH2:13])[CH2:12][CH2:11]1.C(N=C=NCCCN(C)C)C, predict the reaction product. The product is: [CH:10]1([NH:13][C:7]([C@@H:5]2[C@@H:4]([CH2:1][CH2:2][CH3:3])[O:6]2)=[O:9])[CH2:12][CH2:11]1. (5) Given the reactants Cl.[CH2:2]([O:9][C:10]([N:12]1[CH2:17][CH2:16][CH:15]([NH:18][C:19]2[CH:24]=[CH:23][C:22]([C:25]([NH:27][CH3:28])=[O:26])=[CH:21][CH:20]=2)[CH2:14][CH2:13]1)=[O:11])[C:3]1[CH:8]=[CH:7][CH:6]=[CH:5][CH:4]=1.N1C=CC=CC=1.C(OCC)(=O)C.[Cl:41][CH2:42][C:43](Cl)=[O:44], predict the reaction product. The product is: [CH2:2]([O:9][C:10]([N:12]1[CH2:17][CH2:16][CH:15]([N:18]([C:43](=[O:44])[CH2:42][Cl:41])[C:19]2[CH:24]=[CH:23][C:22]([C:25]([NH:27][CH3:28])=[O:26])=[CH:21][CH:20]=2)[CH2:14][CH2:13]1)=[O:11])[C:3]1[CH:8]=[CH:7][CH:6]=[CH:5][CH:4]=1. (6) Given the reactants [F:1][C:2]([F:35])([F:34])[C:3]1[CH:4]=[C:5]([CH:31]=[CH:32][CH:33]=1)[CH2:6][N:7]1[CH2:14][CH2:13][C:10]2([CH2:12][CH2:11]2)[CH2:9][CH:8]1[C:15]([NH:17][C:18]1([C:21]2[CH:30]=[CH:29][C:24]([C:25]([O:27]C)=[O:26])=[CH:23][CH:22]=2)[CH2:20][CH2:19]1)=[O:16].O[Li].O, predict the reaction product. The product is: [F:34][C:2]([F:1])([F:35])[C:3]1[CH:4]=[C:5]([CH:31]=[CH:32][CH:33]=1)[CH2:6][N:7]1[CH2:14][CH2:13][C:10]2([CH2:12][CH2:11]2)[CH2:9][CH:8]1[C:15]([NH:17][C:18]1([C:21]2[CH:22]=[CH:23][C:24]([C:25]([OH:27])=[O:26])=[CH:29][CH:30]=2)[CH2:19][CH2:20]1)=[O:16]. (7) Given the reactants Cl[CH2:2][CH2:3][O:4][C:5]1[C:6]([O:32][CH3:33])=[CH:7][C:8]2[C:9]([CH:31]=1)=[N:10][C:11]1[N:12]=[CH:13][C:14]([C:29]#[N:30])=[C:15]([NH:18][C:19]3[CH:24]=[C:23]([O:25][CH3:26])[C:22]([Cl:27])=[CH:21][C:20]=3[Cl:28])[C:16]=1[CH:17]=2.[I].[Na].[NH:36]1[CH2:41][CH2:40][O:39][CH2:38][CH2:37]1, predict the reaction product. The product is: [Cl:28][C:20]1[CH:21]=[C:22]([Cl:27])[C:23]([O:25][CH3:26])=[CH:24][C:19]=1[NH:18][C:15]1[C:16]2[CH:17]=[C:8]3[CH:7]=[C:6]([O:32][CH3:33])[C:5]([O:4][CH2:3][CH2:2][N:36]4[CH2:41][CH2:40][O:39][CH2:38][CH2:37]4)=[CH:31][C:9]3=[N:10][C:11]=2[N:12]=[CH:13][C:14]=1[C:29]#[N:30]. (8) Given the reactants [B:10]1([B:10]2[O:14][C:13]([CH3:16])([CH3:15])[C:12]([CH3:18])([CH3:17])[O:11]2)[O:14][C:13]([CH3:16])([CH3:15])[C:12]([CH3:18])([CH3:17])[O:11]1.Br[C:20]1[C:28]2[S:27][C:26]([NH:29][CH2:30][CH3:31])=[N:25][C:24]=2[CH:23]=[CH:22][CH:21]=1.C([O-])(=O)C.[K+], predict the reaction product. The product is: [CH2:30]([NH:29][C:26]1[S:27][C:28]2[C:20]([B:10]3[O:11][C:12]([CH3:17])([CH3:18])[C:13]([CH3:15])([CH3:16])[O:14]3)=[CH:21][CH:22]=[CH:23][C:24]=2[N:25]=1)[CH3:31]. (9) Given the reactants [F:1][C:2]1[CH:7]=[CH:6][C:5]([F:8])=[CH:4][C:3]=1[C:9]1([C:16]#[N:17])[CH2:14][CH2:13][C:12](=[O:15])[CH2:11][CH2:10]1.[BH4-].[Na+], predict the reaction product. The product is: [F:1][C:2]1[CH:7]=[CH:6][C:5]([F:8])=[CH:4][C:3]=1[C:9]1([C:16]#[N:17])[CH2:14][CH2:13][CH:12]([OH:15])[CH2:11][CH2:10]1.